From a dataset of Full USPTO retrosynthesis dataset with 1.9M reactions from patents (1976-2016). Predict the reactants needed to synthesize the given product. (1) Given the product [OH:5][C@H:4]([C:6]1[C:14]2[S:13][C:12](=[O:15])[NH:11][C:10]=2[C:9]([OH:16])=[CH:8][CH:7]=1)[CH2:3][NH:2][CH2:18][CH2:19][CH2:20][S:21][CH2:22][CH2:23][N:24]([CH2:32][C@@H:33]([C:35]1[CH:36]=[CH:37][CH:38]=[CH:39][CH:40]=1)[CH3:34])[C:25](=[O:31])[O:26][C:27]([CH3:30])([CH3:28])[CH3:29], predict the reactants needed to synthesize it. The reactants are: Cl.[NH2:2][CH2:3][C@@H:4]([C:6]1[C:14]2[S:13][C:12](=[O:15])[NH:11][C:10]=2[C:9]([OH:16])=[CH:8][CH:7]=1)[OH:5].O=[CH:18][CH2:19][CH2:20][S:21][CH2:22][CH2:23][N:24]([CH2:32][C@@H:33]([C:35]1[CH:40]=[CH:39][CH:38]=[CH:37][CH:36]=1)[CH3:34])[C:25](=[O:31])[O:26][C:27]([CH3:30])([CH3:29])[CH3:28]. (2) The reactants are: [NH2:1][CH2:2][CH2:3][N:4]1[C:8](=[O:9])/[C:7](=[CH:10]/[C:11]2[CH:12]=[C:13]3[C:17](=[CH:18][CH:19]=2)[N:16]([CH2:20][C:21]2[CH:26]=[CH:25][C:24]([Cl:27])=[CH:23][C:22]=2[C:28]([F:31])([F:30])[F:29])[N:15]=[CH:14]3)/[S:6][C:5]1=[O:32].[N:33]1([S:38](Cl)(=[O:40])=[O:39])[CH2:37][CH2:36][CH2:35][CH2:34]1. Given the product [Cl:27][C:24]1[CH:25]=[CH:26][C:21]([CH2:20][N:16]2[C:17]3[C:13](=[CH:12][C:11](/[CH:10]=[C:7]4/[C:8](=[O:9])[N:4]([CH2:3][CH2:2][NH:1][S:38]([N:33]5[CH2:37][CH2:36][CH2:35][CH2:34]5)(=[O:40])=[O:39])[C:5](=[O:32])[S:6]/4)=[CH:19][CH:18]=3)[CH:14]=[N:15]2)=[C:22]([C:28]([F:30])([F:29])[F:31])[CH:23]=1, predict the reactants needed to synthesize it. (3) Given the product [CH2:12]([O:11][C:8]1[CH:7]=[CH:6][C:5]([CH2:4][C:3]([OH:16])=[O:2])=[CH:10][CH:9]=1)[CH2:13][CH2:14][CH3:15], predict the reactants needed to synthesize it. The reactants are: C[O:2][C:3](=[O:16])[CH2:4][C:5]1[CH:10]=[CH:9][C:8]([O:11][CH2:12][CH2:13][CH2:14][CH3:15])=[CH:7][CH:6]=1.[OH-].[Na+].